This data is from Retrosynthesis with 50K atom-mapped reactions and 10 reaction types from USPTO. The task is: Predict the reactants needed to synthesize the given product. (1) Given the product CS(=O)(=O)c1ccc(CNc2ccc(-c3c(N)nc(N)nc3C3CCOCC3)cc2)cc1, predict the reactants needed to synthesize it. The reactants are: CS(=O)(=O)c1ccc(C=O)cc1.Nc1ccc(-c2c(N)nc(N)nc2C2CCOCC2)cc1. (2) Given the product CN1CCN(CCC#Cc2cc3c(Nc4ccc5[nH]ccc5c4)c(C#N)cnc3s2)CC1, predict the reactants needed to synthesize it. The reactants are: C#CCCN1CCN(C)CC1.N#Cc1cnc2sc(I)cc2c1Nc1ccc2[nH]ccc2c1. (3) The reactants are: CCCCc1nc(C(=O)OCC)c(Cl)n1C1CCc2cc(Br)ccc21. Given the product CCCCc1nc(CO)c(Cl)n1C1CCc2cc(Br)ccc21, predict the reactants needed to synthesize it. (4) The reactants are: COC1CC2CC(OS(C)(=O)=O)CC2C1.[N-]=[N+]=[N-]. Given the product COC1CC2CC(N=[N+]=[N-])CC2C1, predict the reactants needed to synthesize it. (5) Given the product CC(c1oc2ccccc2c(=O)c1-c1cccc(F)c1)n1nc(-c2ccc(O)c(F)c2)c2c(N)ncnc21, predict the reactants needed to synthesize it. The reactants are: COc1ccc(-c2nn(C(C)c3oc4ccccc4c(=O)c3-c3cccc(F)c3)c3ncnc(N)c23)cc1F. (6) Given the product C[C@@H](COC(=O)N1CCC(n2c(=O)n(S(=O)(=O)c3ccc(F)cc3)c3ccccc32)CC1)N(Cc1ccccc1)Cc1ccccc1, predict the reactants needed to synthesize it. The reactants are: C[C@@H](COC(=O)N1CCC(n2c(=O)[nH]c3ccccc32)CC1)N(Cc1ccccc1)Cc1ccccc1.O=S(=O)(Cl)c1ccc(F)cc1. (7) Given the product CC(OC(=O)N(C(C)C)C(C)C)c1ccccc1[N+](=O)[O-], predict the reactants needed to synthesize it. The reactants are: CC(C)NC(C)C.CC(OC(=O)Cl)c1ccccc1[N+](=O)[O-]. (8) The reactants are: CC(C)(O)C#Cc1cc(Cl)c(N)c2c1OCO2.COc1cc2ncnc(Cl)c2cc1OC. Given the product COc1cc2ncnc(Nc3c(Cl)cc(C#CC(C)(C)O)c4c3OCO4)c2cc1OC, predict the reactants needed to synthesize it. (9) Given the product CC(C)N1CCN(C(=O)C2CCNCC2)[C@@H](C)C1, predict the reactants needed to synthesize it. The reactants are: CC(C)N1CCN(C(=O)C2CCN(C(=O)OC(C)(C)C)CC2)[C@@H](C)C1.